Dataset: Reaction yield outcomes from USPTO patents with 853,638 reactions. Task: Predict the reaction yield, written as a fraction of the theoretical maximum amount of product (1.0 means a 100% yield; for example, 0.34 means a 34% yield). (1) The reactants are C(O[BH-](OC(=O)C)OC(=O)C)(=O)C.[Na+].[F:15][C:16]1[CH:17]=[C:18]([CH:21]=[C:22]([C:24]([F:27])([F:26])[F:25])[CH:23]=1)[CH:19]=O.C(O)(=O)C.[NH2:32][C@H:33]1[CH2:39][CH2:38][CH2:37][N:36]([C:40]([O:42][C:43]([CH3:46])([CH3:45])[CH3:44])=[O:41])[C:35]2[CH:47]=[C:48]([C:52]([F:55])([F:54])[F:53])[C:49]([CH3:51])=[CH:50][C:34]1=2.C(=O)(O)[O-].[Na+]. The catalyst is ClC(Cl)C. The product is [C:43]([O:42][C:40]([N:36]1[CH2:37][CH2:38][CH2:39][C@H:33]([NH:32][CH2:19][C:18]2[CH:21]=[C:22]([C:24]([F:27])([F:26])[F:25])[CH:23]=[C:16]([F:15])[CH:17]=2)[C:34]2[CH:50]=[C:49]([CH3:51])[C:48]([C:52]([F:55])([F:53])[F:54])=[CH:47][C:35]1=2)=[O:41])([CH3:46])([CH3:45])[CH3:44]. The yield is 0.980. (2) The reactants are [NH2:1][C:2]1[CH:3]=[C:4]2[C:13](=[CH:14][C:15]=1[F:16])[O:12][CH2:11][C:10]1[N:5]2[CH:6]([CH3:18])[C:7](=[O:17])[NH:8][N:9]=1.[CH:19]([N:32]1[CH2:35][C:34](OS(C)(=O)=O)([CH3:36])[CH2:33]1)([C:26]1[CH:31]=[CH:30][CH:29]=[CH:28][CH:27]=1)[C:20]1[CH:25]=[CH:24][CH:23]=[CH:22][CH:21]=1.C([O-])([O-])=O.[K+].[K+].O. The catalyst is CN(C=O)C. The product is [CH:19]([N:32]1[CH2:35][C:34]([NH:1][C:2]2[CH:3]=[C:4]3[C:13](=[CH:14][C:15]=2[F:16])[O:12][CH2:11][C:10]2[N:5]3[CH:6]([CH3:18])[C:7](=[O:17])[NH:8][N:9]=2)([CH3:36])[CH2:33]1)([C:26]1[CH:27]=[CH:28][CH:29]=[CH:30][CH:31]=1)[C:20]1[CH:21]=[CH:22][CH:23]=[CH:24][CH:25]=1. The yield is 0.280. (3) The reactants are [F:1][C:2]1[CH:7]=[N:6][C:5]2[NH:8][CH:9]=[C:10]([I:11])[C:4]=2[C:3]=1[CH:12]=[O:13].[OH-].[Na+].[CH3:16][C:17]1[CH:22]=[CH:21][C:20]([S:23](Cl)(=[O:25])=[O:24])=[CH:19][CH:18]=1. The catalyst is CN(C=O)C.CCOC(C)=O. The product is [F:1][C:2]1[CH:7]=[N:6][C:5]2[N:8]([S:23]([C:20]3[CH:21]=[CH:22][C:17]([CH3:16])=[CH:18][CH:19]=3)(=[O:25])=[O:24])[CH:9]=[C:10]([I:11])[C:4]=2[C:3]=1[CH:12]=[O:13]. The yield is 0.550. (4) The reactants are [CH3:1][O-].[Na+].[F:4][CH2:5][CH2:6][O:7][CH2:8][CH2:9][O:10][CH2:11][CH2:12][O:13][C:14]1[CH:19]=[CH:18][C:17]([C:20]2[CH:21]=[C:22]3[C:27](=[CH:28][CH:29]=2)[CH:26]=[C:25]([NH2:30])[CH:24]=[CH:23]3)=[CH:16][CH:15]=1.C=O.[BH4-].[Na+]. The catalyst is CO. The product is [F:4][CH2:5][CH2:6][O:7][CH2:8][CH2:9][O:10][CH2:11][CH2:12][O:13][C:14]1[CH:15]=[CH:16][C:17]([C:20]2[CH:21]=[C:22]3[C:27](=[CH:28][CH:29]=2)[CH:26]=[C:25]([NH:30][CH3:1])[CH:24]=[CH:23]3)=[CH:18][CH:19]=1. The yield is 0.840. (5) The reactants are C([O:8][C:9](=[O:25])[C:10]1[C:15]([Cl:16])=[CH:14][CH:13]=[C:12]([NH:17][S:18]([CH2:21][CH2:22][CH3:23])(=[O:20])=[O:19])[C:11]=1[F:24])C1C=CC=CC=1.[OH-].[K+].O.Cl. The catalyst is O1CCCC1. The product is [Cl:16][C:15]1[C:10]([C:9]([OH:25])=[O:8])=[C:11]([F:24])[C:12]([NH:17][S:18]([CH2:21][CH2:22][CH3:23])(=[O:19])=[O:20])=[CH:13][CH:14]=1. The yield is 0.858. (6) The reactants are [ClH:1].[F:2][C:3]1[CH:4]=[CH:5][C:6]([C@H:9]([NH:11]C(=O)OC(C)(C)C)[CH3:10])=[N:7][CH:8]=1. The catalyst is O1CCOCC1.ClCCl. The product is [ClH:1].[F:2][C:3]1[CH:4]=[CH:5][C:6]([C@H:9]([NH2:11])[CH3:10])=[N:7][CH:8]=1. The yield is 1.00. (7) The reactants are [F:1][C:2]1[C:7]([F:8])=[C:6]([CH2:9][OH:10])[CH:5]=[C:4](F)[N:3]=1.[CH3:12][O:13][C:14]1[CH:21]=[CH:20][C:17]([CH2:18][NH2:19])=[CH:16][CH:15]=1. No catalyst specified. The product is [F:1][C:2]1[C:7]([F:8])=[C:6]([CH2:9][OH:10])[CH:5]=[C:4]([NH:19][CH2:18][C:17]2[CH:20]=[CH:21][C:14]([O:13][CH3:12])=[CH:15][CH:16]=2)[N:3]=1. The yield is 0.940. (8) The reactants are [CH2:1]([NH:5][CH2:6][CH2:7][CH2:8][CH3:9])[CH2:2][CH2:3][CH3:4].C[Al](C)C.C(O[C:17]([C:19]1[C:23]([Cl:24])=[C:22]([CH3:25])[NH:21][N:20]=1)=[O:18])C.[C@H](O)(C([O-])=O)[C@@H](O)C([O-])=O.[Na+].[K+]. The catalyst is ClCCl. The product is [CH2:1]([N:5]([CH2:6][CH2:7][CH2:8][CH3:9])[C:17]([C:19]1[C:23]([Cl:24])=[C:22]([CH3:25])[NH:21][N:20]=1)=[O:18])[CH2:2][CH2:3][CH3:4]. The yield is 0.680. (9) The reactants are [C:1]([O:5][C:6]([N:8]1[CH2:13][CH2:12][C:11]2[N:14]=[C:15]([C:17]3[C:18]([CH:27]4[CH2:30][CH2:29][CH2:28]4)=[CH:19][C:20]([CH3:26])=[C:21]([CH:25]=3)[C:22]([OH:24])=O)[NH:16][C:10]=2[CH2:9]1)=[O:7])([CH3:4])([CH3:3])[CH3:2].Cl.[NH:32]1[CH2:37][CH2:36][CH:35]([C:38]2[CH:45]=[CH:44][C:41]([C:42]#[N:43])=[CH:40][CH:39]=2)[CH2:34][CH2:33]1.CCN=C=NCCCN(C)C.Cl. The catalyst is CN(C)C=O.CN(C)C1C=CN=CC=1.C(OCC)(=O)C. The product is [C:42]([C:41]1[CH:40]=[CH:39][C:38]([CH:35]2[CH2:36][CH2:37][N:32]([C:22]([C:21]3[C:20]([CH3:26])=[CH:19][C:18]([CH:27]4[CH2:30][CH2:29][CH2:28]4)=[C:17]([C:15]4[NH:16][C:10]5[CH2:9][N:8]([C:6]([O:5][C:1]([CH3:2])([CH3:3])[CH3:4])=[O:7])[CH2:13][CH2:12][C:11]=5[N:14]=4)[CH:25]=3)=[O:24])[CH2:33][CH2:34]2)=[CH:45][CH:44]=1)#[N:43]. The yield is 0.630. (10) The reactants are CCN(C(C)C)C(C)C.[F:10][C:11]1[CH:16]=[CH:15][C:14]([C:17]2[O:18][C:19]3[CH:29]=[CH:28][C:27]([C:30]4[CH:31]=[C:32]([CH:42]=[CH:43][CH:44]=4)[C:33]([NH:35][C:36]([CH3:41])([CH3:40])[C:37]([OH:39])=O)=[O:34])=[CH:26][C:20]=3[C:21]=2[C:22](=[O:25])[NH:23][CH3:24])=[CH:13][CH:12]=1.[CH3:45][C:46]1[NH:50][N:49]=[C:48]([NH2:51])[CH:47]=1.[H-].[Na+]. The catalyst is CN(C=O)C.CO. The product is [F:10][C:11]1[CH:12]=[CH:13][C:14]([C:17]2[O:18][C:19]3[CH:29]=[CH:28][C:27]([C:30]4[CH:44]=[CH:43][CH:42]=[C:32]([C:33](=[O:34])[NH:35][C:36]([CH3:40])([CH3:41])[C:37]([NH:51][C:48]5[CH:47]=[C:46]([CH3:45])[NH:50][N:49]=5)=[O:39])[CH:31]=4)=[CH:26][C:20]=3[C:21]=2[C:22]([NH:23][CH3:24])=[O:25])=[CH:15][CH:16]=1. The yield is 0.210.